From a dataset of Peptide-MHC class II binding affinity with 134,281 pairs from IEDB. Regression. Given a peptide amino acid sequence and an MHC pseudo amino acid sequence, predict their binding affinity value. This is MHC class II binding data. (1) The peptide sequence is YDKFLANVSTVLTGY. The MHC is DRB1_0405 with pseudo-sequence DRB1_0405. The binding affinity (normalized) is 0.206. (2) The peptide sequence is AFKVAATAANAAHAN. The MHC is DRB1_0802 with pseudo-sequence DRB1_0802. The binding affinity (normalized) is 0.797. (3) The peptide sequence is VGLSYSQTMLLKDLM. The MHC is DRB1_0101 with pseudo-sequence DRB1_0101. The binding affinity (normalized) is 0.463. (4) The peptide sequence is KSIIIPFIAYFVLMH. The MHC is HLA-DQA10501-DQB10201 with pseudo-sequence HLA-DQA10501-DQB10201. The binding affinity (normalized) is 0.376. (5) The peptide sequence is MTETLLVQNANPDCKSIL. The MHC is DRB1_1302 with pseudo-sequence DRB1_1302. The binding affinity (normalized) is 0.512. (6) The peptide sequence is IDLTKIDRCFQLRGNG. The MHC is DRB1_1501 with pseudo-sequence DRB1_1501. The binding affinity (normalized) is 0.316.